Predict the reactants needed to synthesize the given product. From a dataset of Full USPTO retrosynthesis dataset with 1.9M reactions from patents (1976-2016). (1) Given the product [NH2:16][C:14]1[CH:13]=[CH:12][C:6]2[N:7]([CH2:10][CH3:11])[C:8](=[O:9])[CH:3]([CH2:1][CH3:2])[O:4][C:5]=2[CH:15]=1, predict the reactants needed to synthesize it. The reactants are: [CH2:1]([CH:3]1[C:8](=[O:9])[N:7]([CH2:10][CH3:11])[C:6]2[CH:12]=[CH:13][C:14]([N+:16]([O-])=O)=[CH:15][C:5]=2[O:4]1)[CH3:2].[H][H]. (2) Given the product [C:8]([C:7]1[N:6]=[CH:5][C:4]([NH:10][C@@H:11]2[CH2:16][CH2:15][CH2:14][CH2:13][C@@H:12]2[NH:17][C:18](=[O:24])[O:19][C:20]([CH3:23])([CH3:22])[CH3:21])=[CH:3][C:2]=1[NH:31][C:29]1[CH:28]=[N:27][N:26]([CH3:25])[CH:30]=1)#[N:9], predict the reactants needed to synthesize it. The reactants are: Br[C:2]1[CH:3]=[C:4]([NH:10][C@@H:11]2[CH2:16][CH2:15][CH2:14][CH2:13][C@@H:12]2[NH:17][C:18](=[O:24])[O:19][C:20]([CH3:23])([CH3:22])[CH3:21])[CH:5]=[N:6][C:7]=1[C:8]#[N:9].[CH3:25][N:26]1[CH:30]=[C:29]([NH2:31])[CH:28]=[N:27]1.CC1(C)C2C(=C(P(C3C=CC=CC=3)C3C=CC=CC=3)C=CC=2)OC2C(P(C3C=CC=CC=3)C3C=CC=CC=3)=CC=CC1=2.C([O-])([O-])=O.[Cs+].[Cs+]. (3) Given the product [CH3:1][N:2]1[CH2:7][CH2:6][N:5]([CH2:9][CH2:10][CH2:11][C:12]([NH:14][C:15]2[CH:20]=[CH:19][CH:18]=[C:17]([CH:21]3[CH2:26][CH2:25][N:24]([C:27]4[CH:28]=[CH:29][C:30]5[N:31]([C:33]([C:36]([F:39])([F:37])[F:38])=[N:34][N:35]=5)[N:32]=4)[CH2:23][CH2:22]3)[CH:16]=2)=[O:13])[CH2:4][CH2:3]1, predict the reactants needed to synthesize it. The reactants are: [CH3:1][N:2]1[CH2:7][CH2:6][NH:5][CH2:4][CH2:3]1.Cl[CH2:9][CH2:10][CH2:11][C:12]([NH:14][C:15]1[CH:20]=[CH:19][CH:18]=[C:17]([CH:21]2[CH2:26][CH2:25][N:24]([C:27]3[CH:28]=[CH:29][C:30]4[N:31]([C:33]([C:36]([F:39])([F:38])[F:37])=[N:34][N:35]=4)[N:32]=3)[CH2:23][CH2:22]2)[CH:16]=1)=[O:13].[I-].[Na+]. (4) Given the product [OH:1][C:2]1[C:7]([C:8]([CH3:9])([CH3:11])[CH3:10])=[CH:6][C:5]([CH2:12][Br:35])=[CH:4][C:3]=1[N:13]1[N:17]=[C:16]2[CH:18]=[CH:19][C:20]([Cl:22])=[CH:21][C:15]2=[N:14]1, predict the reactants needed to synthesize it. The reactants are: [OH:1][C:2]1[C:7]([C:8]([CH3:11])([CH3:10])[CH3:9])=[CH:6][C:5]([CH3:12])=[CH:4][C:3]=1[N:13]1[N:17]=[C:16]2[CH:18]=[CH:19][C:20]([Cl:22])=[CH:21][C:15]2=[N:14]1.N(C(C)(C)C#N)=NC(C)(C)C#N.[Br:35]Br. (5) Given the product [C:38]([NH:37][CH2:36][C@H:13]([NH:12][S:9]([C:3]1[CH:4]=[CH:5][C:6]([F:8])=[CH:7][C:2]=1[Cl:1])(=[O:11])=[O:10])[CH2:14][CH2:15][NH:16][C:17]([C@@H:19]([NH:24][C:25]([C:27]1[S:28][C:29]2[CH:35]=[CH:34][CH:33]=[CH:32][C:30]=2[CH:31]=1)=[O:26])[CH2:20][CH:21]([CH3:23])[CH3:22])=[O:18])(=[O:47])[CH3:39], predict the reactants needed to synthesize it. The reactants are: [Cl:1][C:2]1[CH:7]=[C:6]([F:8])[CH:5]=[CH:4][C:3]=1[S:9]([NH:12][C@@H:13]([CH2:36][N:37]1C(=O)C2[C:39](=CC=CC=2)[C:38]1=[O:47])[CH2:14][CH2:15][NH:16][C:17]([C@@H:19]([NH:24][C:25]([C:27]1[S:28][C:29]2[CH:35]=[CH:34][CH:33]=[CH:32][C:30]=2[CH:31]=1)=[O:26])[CH2:20][CH:21]([CH3:23])[CH3:22])=[O:18])(=[O:11])=[O:10].NN.C(N(CC)CC)C.C(OC(=O)C)(=O)C. (6) The reactants are: C1(P(C2C=CC=CC=2)C2C=CC=CC=2)C=CC=CC=1.[Cl:20][C:21]1[CH:26]=[CH:25][CH:24]=[CH:23][C:22]=1[CH:27]([OH:29])[CH3:28].N(C(OCC)=O)=NC(OCC)=O.[CH3:42][O:43][C:44]([C:46]1[S:47][C:48]([N:52]2[CH:56]=[N:55][C:54]([NH:57][C:58]3[CH:63]=[CH:62][CH:61]=[CH:60][CH:59]=3)=[N:53]2)=[CH:49][C:50]=1O)=[O:45]. Given the product [CH3:42][O:43][C:44]([C:46]1[S:47][C:48]([N:52]2[CH:56]=[N:55][C:54]([NH:57][C:58]3[CH:63]=[CH:62][CH:61]=[CH:60][CH:59]=3)=[N:53]2)=[CH:49][C:50]=1[O:29][CH:27]([C:22]1[CH:23]=[CH:24][CH:25]=[CH:26][C:21]=1[Cl:20])[CH3:28])=[O:45], predict the reactants needed to synthesize it. (7) Given the product [Cl:36][C:34]1[CH:33]=[CH:32][C:31]([NH:37][S:38]([C:41]([F:44])([F:43])[F:42])(=[O:40])=[O:39])=[C:30]([C:25](=[N:10][O:9][CH2:7][CH3:8])[CH2:26][CH2:27][CH3:28])[CH:35]=1, predict the reactants needed to synthesize it. The reactants are: CN(C)CCN.[CH2:7]([O:9][N:10]1C(=O)C2=CC=CC=C2C1=O)[CH3:8].C(O)(=O)C.[C:25]([C:30]1[CH:35]=[C:34]([Cl:36])[CH:33]=[CH:32][C:31]=1[NH:37][S:38]([C:41]([F:44])([F:43])[F:42])(=[O:40])=[O:39])(=O)[CH2:26][CH2:27][CH3:28]. (8) Given the product [OH:9][C:10]1[CH:19]=[C:18]2[C:13]([CH:14]=[N:15][CH:16]=[N:17]2)=[CH:12][C:11]=1[O:29][CH3:30], predict the reactants needed to synthesize it. The reactants are: Cl.C([O:9][C:10]1[CH:19]=[C:18]2[C:13]([C:14](NC3C=CC(Cl)=CC=3F)=[N:15][CH:16]=[N:17]2)=[CH:12][C:11]=1[O:29][CH3:30])C1C=CC=CC=1. (9) Given the product [CH3:1][N:2]([CH3:7])[CH2:3][CH2:4][N:5]([CH2:9][C:10]1[CH:11]=[CH:12][C:13]([C:14]([NH:16][C:17]2[C:18]3[CH:31]=[C:30]([C:32]([NH:34][N:35]([CH3:42])[C:36]4[CH:37]=[CH:38][CH:39]=[CH:40][CH:41]=4)=[O:33])[S:29][C:19]=3[NH:20][N:21]=2)=[O:15])=[CH:43][CH:44]=1)[CH3:6], predict the reactants needed to synthesize it. The reactants are: [CH3:1][N:2]([CH3:7])[CH2:3][CH2:4][NH:5][CH3:6].Cl[CH2:9][C:10]1[CH:44]=[CH:43][C:13]([C:14]([NH:16][C:17]2[C:18]3[CH:31]=[C:30]([C:32]([NH:34][N:35]([CH3:42])[C:36]4[CH:41]=[CH:40][CH:39]=[CH:38][CH:37]=4)=[O:33])[S:29][C:19]=3[N:20](C(OC(C)(C)C)=O)[N:21]=2)=[O:15])=[CH:12][CH:11]=1.ClCC1C=CC(C(NC2C3C=C(C(NN(C4C=CC(Cl)=CC=4)C)=O)SC=3N(C(OC(C)(C)C)=O)N=2)=O)=CC=1.